Dataset: Forward reaction prediction with 1.9M reactions from USPTO patents (1976-2016). Task: Predict the product of the given reaction. (1) Given the reactants Br[C:2]1[C:3]([F:12])=[C:4]([C:8]([F:11])([F:10])[F:9])[CH:5]=[CH:6][CH:7]=1.[NH:13]1[CH2:18][CH2:17][NH:16][CH2:15][CH2:14]1.CC(C)([O-])C.[K+], predict the reaction product. The product is: [F:12][C:3]1[C:4]([C:8]([F:11])([F:10])[F:9])=[CH:5][CH:6]=[CH:7][C:2]=1[N:13]1[CH2:18][CH2:17][NH:16][CH2:15][CH2:14]1. (2) Given the reactants C1C[O:4][CH2:3]C1.[CH2:6]([O:8][C:9]1[CH:14]=[CH:13][C:12]([C:15]2[CH:20]=[CH:19][CH:18]=[C:17]([F:21])[C:16]=2[F:22])=[C:11]([F:23])[C:10]=1[F:24])[CH3:7].C([Li])(CC)C, predict the reaction product. The product is: [CH2:6]([O:8][C:9]1([CH:3]=[O:4])[CH:14]=[CH:13][C:12]([C:15]2[CH:20]=[CH:19][CH:18]=[C:17]([F:21])[C:16]=2[F:22])=[C:11]([F:23])[CH:10]1[F:24])[CH3:7]. (3) The product is: [CH3:1][N:2]1[CH2:11][CH2:10][C:9]2([C:12]3[CH:17]=[CH:16][CH:15]=[C:14]([O:18][CH3:19])[CH:13]=3)[C:4]([CH3:21])([CH2:5][CH2:6][C:7](=[N:24][OH:25])[CH2:8]2)[CH2:3]1. Given the reactants [CH3:1][N:2]1[CH2:11][CH2:10][C:9]2([C:12]3[CH:17]=[CH:16][CH:15]=[C:14]([O:18][CH3:19])[CH:13]=3)[C:4]([CH3:21])([CH2:5][CH2:6][CH:7](O)[CH2:8]2)[CH:3]1C.Cl.[NH2:24][OH:25], predict the reaction product. (4) Given the reactants [Cl:1][C:2]1[CH:7]=[CH:6][C:5]([C:8]2[CH:13]=[CH:12][C:11]([C:14](=[O:16])[CH3:15])=[CH:10][CH:9]=2)=[CH:4][N:3]=1.[CH:17]1([N:22]2[CH2:27][CH2:26][NH:25][CH2:24][CH2:23]2)[CH2:21][CH2:20][CH2:19][CH2:18]1, predict the reaction product. The product is: [ClH:1].[ClH:1].[CH:17]1([N:22]2[CH2:23][CH2:24][N:25]([C:2]3[N:3]=[CH:4][C:5]([C:8]4[CH:13]=[CH:12][C:11]([C:14](=[O:16])[CH3:15])=[CH:10][CH:9]=4)=[CH:6][CH:7]=3)[CH2:26][CH2:27]2)[CH2:18][CH2:19][CH2:20][CH2:21]1.